From a dataset of Catalyst prediction with 721,799 reactions and 888 catalyst types from USPTO. Predict which catalyst facilitates the given reaction. (1) Reactant: C(O[C:6](=[O:28])[NH:7][C@H:8]1[CH2:16][O:15]C(=O)[C@H](CC2C=CC=CC=2)[C@@H:12]([OH:25])[C@H:11]([CH3:26])[O:10][C:9]1=[O:27])(C)(C)C.[OH:29][C:30]1[C:31](C(O)=O)=[N:32][CH:33]=[CH:34][C:35]=1[O:36][CH3:37].N1C=CC=CC=1C(N)=[O:48].O.[OH-].[Li+]. Product: [OH:29][C:30]1[C:31]([C:6]([NH:7][C@@H:8]2[C@@H:16]([OH:15])[C@H:26]([OH:48])[C@@H:11]([CH2:12][OH:25])[O:10][C@@H:9]2[OH:27])=[O:28])=[N:32][CH:33]=[CH:34][C:35]=1[O:36][CH3:37]. The catalyst class is: 5. (2) The catalyst class is: 17. Reactant: [F:1][C:2]1[CH:9]=[CH:8][C:5]([NH:6][CH3:7])=[CH:4][CH:3]=1.[Cl:10][C:11]1[CH:12]=[C:13]([CH:35]=[CH:36][C:37]=1[Cl:38])[CH2:14][N:15]1[CH2:20][CH2:19][O:18][CH:17]([CH2:21][NH:22][C:23](=[O:34])OC2C=CC([N+]([O-])=O)=CC=2)[CH2:16]1. Product: [Cl:10][C:11]1[CH:12]=[C:13]([CH:35]=[CH:36][C:37]=1[Cl:38])[CH2:14][N:15]1[CH2:20][CH2:19][O:18][CH:17]([CH2:21][NH:22][C:23](=[O:34])[N:6]([C:5]2[CH:8]=[CH:9][C:2]([F:1])=[CH:3][CH:4]=2)[CH3:7])[CH2:16]1. (3) Reactant: [C:1]([OH:11])(=[O:10])[C@H:2]([C:4]1[CH:9]=[CH:8][CH:7]=[CH:6][CH:5]=1)[OH:3].[CH3:12][N:13]([CH2:33][C@@H:34]1[C:37]2[CH:38]=[C:39]([O:44][CH3:45])[C:40]([O:42][CH3:43])=[CH:41][C:36]=2[CH2:35]1)[CH2:14][CH2:15][CH2:16][N:17]1[C:27](=[O:28])[CH2:26][C:25]2[C:20](=[CH:21][C:22]([O:31][CH3:32])=[C:23]([O:29][CH3:30])[CH:24]=2)[CH2:19][CH2:18]1. Product: [CH3:12][N:13]([CH2:33][C@@H:34]1[C:37]2[CH:38]=[C:39]([O:44][CH3:45])[C:40]([O:42][CH3:43])=[CH:41][C:36]=2[CH2:35]1)[CH2:14][CH2:15][CH2:16][N:17]1[C:27](=[O:28])[CH2:26][C:25]2[C:20](=[CH:21][C:22]([O:31][CH3:32])=[C:23]([O:29][CH3:30])[CH:24]=2)[CH2:19][CH2:18]1.[C:1]([O-:11])(=[O:10])[C@H:2]([C:4]1[CH:9]=[CH:8][CH:7]=[CH:6][CH:5]=1)[OH:3]. The catalyst class is: 245. (4) The catalyst class is: 5. Product: [CH3:18][N:1]([C:2]1[CH:11]=[CH:10][CH:9]=[C:4]([C:5]([O:7][CH3:8])=[O:6])[CH:3]=1)[CH2:13][C:14]([OH:16])=[O:15]. Reactant: [NH2:1][C:2]1[CH:3]=[C:4]([CH:9]=[CH:10][CH:11]=1)[C:5]([O:7][CH3:8])=[O:6].Br[CH2:13][C:14]([O:16]C)=[O:15].[C:18]([O-])(=O)C.[Na+]. (5) Reactant: [OH-:1].[Na+].[Cl:3][C:4]1[CH:9]=[C:8](Cl)[CH:7]=[C:6]([Cl:11])[N:5]=1.O. Product: [NH:5]1[CH2:6][CH2:7][CH:8]([OH:1])[CH2:9][CH2:4]1.[Cl:3][C:4]1[CH:9]=[C:8]([N:5]2[CH2:6][CH2:7][CH:8]([OH:1])[CH2:9][CH2:4]2)[CH:7]=[C:6]([Cl:11])[N:5]=1. The catalyst class is: 32. (6) Reactant: [NH:1]1[CH2:5][CH2:4][CH2:3][CH2:2]1.C[N:7]1CCCC1=O.Br[CH2:14][CH2:15][CH2:16][C:17]([NH:19][C:20]1[CH:25]=[CH:24][CH:23]=[C:22]([C:26]2[CH:31]=[CH:30][N:29]=[C:28]([NH:32][CH2:33][CH2:34][C:35]3[CH:40]=[CH:39][C:38]([O:41][CH3:42])=[C:37]([O:43][CH3:44])[CH:36]=3)[N:27]=2)[CH:21]=1)=[O:18]. Product: [CH3:44][O:43][C:37]1[CH:36]=[C:35]([CH2:34][CH2:33][NH:32][C:28]2[N:27]=[C:26]([C:22]3[CH:21]=[C:20]([NH:19][C:17](=[O:18])[CH2:16][CH2:15][CH2:14][N:7]4[CH:4]=[CH:3][CH:2]=[N:1][CH2:5]4)[CH:25]=[CH:24][CH:23]=3)[CH:31]=[CH:30][N:29]=2)[CH:40]=[CH:39][C:38]=1[O:41][CH3:42]. The catalyst class is: 13. (7) Reactant: Cl[C:2]1[CH:7]=[C:6]([N:8]2[CH:12]=[CH:11][N:10]=[C:9]2[Cl:13])[N:5]=[CH:4][N:3]=1.[CH:14]1([NH2:17])[CH2:16][CH2:15]1. Product: [Cl:13][C:9]1[N:8]([C:6]2[N:5]=[CH:4][N:3]=[C:2]([NH:17][CH:14]3[CH2:16][CH2:15]3)[CH:7]=2)[CH:12]=[CH:11][N:10]=1. The catalyst class is: 5. (8) Reactant: [CH3:1][O:2][C:3]1[CH:20]=[CH:19][C:6]([CH2:7][N:8]2[C:12]3[NH:13][CH2:14][CH2:15][CH2:16][C:17](=[O:18])[C:11]=3[CH:10]=[N:9]2)=[CH:5][CH:4]=1.C1OCCOCCOCCOCCOCCOC1.CC([O-])(C)C.[K+].Br[CH2:46][C:47]1[CH:48]=[C:49]([CH:52]=[CH:53][CH:54]=1)[C:50]#[N:51]. Product: [CH3:1][O:2][C:3]1[CH:4]=[CH:5][C:6]([CH2:7][N:8]2[C:12]3[N:13]([CH2:46][C:47]4[CH:48]=[C:49]([CH:52]=[CH:53][CH:54]=4)[C:50]#[N:51])[CH2:14][CH2:15][CH2:16][C:17](=[O:18])[C:11]=3[CH:10]=[N:9]2)=[CH:19][CH:20]=1. The catalyst class is: 1. (9) Reactant: Cl[C:2]1[N:7]=[CH:6][N:5]=[C:4]([NH:8][C:9]2[CH:14]=[C:13]([O:15][CH2:16][C:17]3[C:22]([O:23][CH3:24])=[CH:21][CH:20]=[C:19]([F:25])[C:18]=3[F:26])[C:12]([O:27][CH3:28])=[CH:11][C:10]=2[Cl:29])[C:3]=1[N+:30]([O-:32])=[O:31].[O-:33][CH2:34][CH3:35].[Na+].Cl. Product: [Cl:29][C:10]1[CH:11]=[C:12]([O:27][CH3:28])[C:13]([O:15][CH2:16][C:17]2[C:22]([O:23][CH3:24])=[CH:21][CH:20]=[C:19]([F:25])[C:18]=2[F:26])=[CH:14][C:9]=1[NH:8][C:4]1[C:3]([N+:30]([O-:32])=[O:31])=[C:2]([O:33][CH2:34][CH3:35])[N:7]=[CH:6][N:5]=1. The catalyst class is: 60.